Dataset: Catalyst prediction with 721,799 reactions and 888 catalyst types from USPTO. Task: Predict which catalyst facilitates the given reaction. (1) Reactant: [Cl:1][C:2]1[CH:7]=[CH:6][C:5]([C:8]2[N:13]=[CH:12][N:11]3[C:14](=[O:28])[N:15]([CH2:17][C:18]4[CH:19]=[N:20][C:21]([C:24]([F:27])([F:26])[F:25])=[CH:22][CH:23]=4)[N:16]=[C:10]3[CH:9]=2)=[CH:4][CH:3]=1.C(=O)([O-])[O-].[Ca+2].[Br-:34].[Br-].[Br-].C[N+](C)(C)CC1C=CC=CC=1.C[N+](C)(C)CC1C=CC=CC=1.C[N+](C)(C)CC1C=CC=CC=1. Product: [Br:34][C:9]1[C:10]2[N:11]([C:14](=[O:28])[N:15]([CH2:17][C:18]3[CH:19]=[N:20][C:21]([C:24]([F:26])([F:25])[F:27])=[CH:22][CH:23]=3)[N:16]=2)[CH:12]=[N:13][C:8]=1[C:5]1[CH:4]=[CH:3][C:2]([Cl:1])=[CH:7][CH:6]=1. The catalyst class is: 68. (2) Reactant: Cl[CH2:2][C:3]([CH3:7])([CH3:6])[CH2:4][OH:5].[Na+].[I-].[N-:10]=[N+:11]=[N-:12].[Na+]. Product: [N:10]([CH2:2][C:3]([CH3:7])([CH3:6])[CH2:4][OH:5])=[N+:11]=[N-:12]. The catalyst class is: 16. (3) Reactant: [Cl:1][C:2]1[CH:7]=[CH:6][CH:5]=[C:4]([F:8])[C:3]=1[C:9]1[NH:13][C:12](=[O:14])[N:11]([C:15]2[CH:24]=[CH:23][C:18]([C:19](OC)=[O:20])=[C:17]([O:25][CH3:26])[CH:16]=2)[N:10]=1.[F:27][C:28]1[CH:34]=[CH:33][C:32]([C:35]([F:38])([F:37])[F:36])=[CH:31][C:29]=1[NH2:30].C[Al](C)C. Product: [Cl:1][C:2]1[CH:7]=[CH:6][CH:5]=[C:4]([F:8])[C:3]=1[C:9]1[NH:13][C:12](=[O:14])[N:11]([C:15]2[CH:24]=[CH:23][C:18]([C:19]([NH:30][C:29]3[CH:31]=[C:32]([C:35]([F:36])([F:37])[F:38])[CH:33]=[CH:34][C:28]=3[F:27])=[O:20])=[C:17]([O:25][CH3:26])[CH:16]=2)[N:10]=1. The catalyst class is: 11. (4) Reactant: [CH2:1]([S:8]([NH:11][NH:12][C:13]1[C:14](=[O:24])[N:15]([CH2:20][CH2:21][CH2:22]O)[C:16]([CH3:19])=[CH:17][N:18]=1)(=[O:10])=[O:9])[C:2]1[CH:7]=[CH:6][CH:5]=[CH:4][CH:3]=1.C(Br)(Br)(Br)[Br:26].C1(P(C2C=CC=CC=2)C2C=CC=CC=2)C=CC=CC=1. Product: [CH2:1]([S:8]([NH:11][NH:12][C:13]1[C:14](=[O:24])[N:15]([CH2:20][CH2:21][CH2:22][Br:26])[C:16]([CH3:19])=[CH:17][N:18]=1)(=[O:10])=[O:9])[C:2]1[CH:7]=[CH:6][CH:5]=[CH:4][CH:3]=1. The catalyst class is: 4. (5) Reactant: [CH3:1][N:2]([CH2:10][C:11]1[CH:16]=[C:15]([N+:17]([O-])=O)[CH:14]=[CH:13][C:12]=1[N:20]1[CH2:25][CH2:24][O:23][CH2:22][CH2:21]1)[C:3](=[O:9])[O:4][C:5]([CH3:8])([CH3:7])[CH3:6].C([O-])=O.[NH4+]. Product: [NH2:17][C:15]1[CH:14]=[CH:13][C:12]([N:20]2[CH2:21][CH2:22][O:23][CH2:24][CH2:25]2)=[C:11]([CH:16]=1)[CH2:10][N:2]([CH3:1])[C:3](=[O:9])[O:4][C:5]([CH3:7])([CH3:8])[CH3:6]. The catalyst class is: 29.